Dataset: Full USPTO retrosynthesis dataset with 1.9M reactions from patents (1976-2016). Task: Predict the reactants needed to synthesize the given product. (1) Given the product [CH3:26][C:25]([Si:22]([CH3:24])([CH3:23])[O:29][CH2:10][CH2:9][NH:11][C@@H:12]1[C:21]2[N:20]=[CH:19][CH:18]=[CH:17][C:16]=2[CH2:15][CH2:14][CH2:13]1)([CH3:28])[CH3:27], predict the reactants needed to synthesize it. The reactants are: COC1C=CC([C@@H:9]([NH:11][C@@H:12]2[C:21]3[N:20]=[CH:19][CH:18]=[CH:17][C:16]=3[CH2:15][CH2:14][CH2:13]2)[CH3:10])=CC=1.[Si:22]([O:29]CC=O)([C:25]([CH3:28])([CH3:27])[CH3:26])([CH3:24])[CH3:23].CN([C@H](C1C=CC(OC)=CC=1)C)[C@@H]1C2N=CC=CC=2CCC1.CN[C@H]1C2N=CC=CC=2CCC1. (2) Given the product [Cl:18][C:15]1[CH:16]=[CH:17][C:12]([NH:11][S:8]([C:5]2[CH:6]=[CH:7][C:2]([N:89]3[CH2:94][CH2:93][NH:92][CH2:91][CH2:90]3)=[CH:3][CH:4]=2)(=[O:10])=[O:9])=[C:13]([C:19]([C:21]2[CH:26]=[CH:25][N:24]=[CH:23][CH:22]=2)=[O:20])[CH:14]=1, predict the reactants needed to synthesize it. The reactants are: Br[C:2]1[CH:7]=[CH:6][C:5]([S:8]([NH:11][C:12]2[CH:17]=[CH:16][C:15]([Cl:18])=[CH:14][C:13]=2[C:19]([C:21]2[CH:26]=[CH:25][N:24]=[CH:23][CH:22]=2)=[O:20])(=[O:10])=[O:9])=[CH:4][CH:3]=1.O.[O-]P([O-])([O-])=O.[K+].[K+].[K+].C1(P(C2C=CC=CC=2)C2C=CC3C(=CC=CC=3)C=2C2C3C(=CC=CC=3)C=CC=2P(C2C=CC=CC=2)C2C=CC=CC=2)C=CC=CC=1.C(OC([N:89]1[CH2:94][CH2:93][NH:92][CH2:91][CH2:90]1)=O)(C)(C)C. (3) Given the product [ClH:1].[ClH:1].[ClH:1].[C:29]([C:26]1[CH:27]=[CH:28][C:23]([N:20]2[CH2:19][CH2:18][N:17]([C@@H:15]3[CH2:16][NH:12][C@H:13]([C:34]([N:36]4[CH2:40][CH2:39][S:38][CH2:37]4)=[O:35])[CH2:14]3)[CH2:22][CH2:21]2)=[N:24][CH:25]=1)([OH:31])=[O:30], predict the reactants needed to synthesize it. The reactants are: [ClH:1].Cl.Cl.Cl.C(OC([N:12]1[CH2:16][C@@H:15]([N:17]2[CH2:22][CH2:21][N:20]([C:23]3[CH:28]=[CH:27][C:26]([C:29]([O:31]CC)=[O:30])=[CH:25][N:24]=3)[CH2:19][CH2:18]2)[CH2:14][C@H:13]1[C:34]([N:36]1[CH2:40][CH2:39][S:38][CH2:37]1)=[O:35])=O)(C)(C)C.Cl.Cl.Cl.C(OC(C1C=CC(N2CCN([C@@H]3CN[C@H](C(N4CCSC4)=O)C3)CC2)=NC=1)=O)C. (4) The reactants are: Cl[C:2]1[N:12]=[CH:11][C:10]2[O:9][CH2:8][CH2:7][N:6]3[CH:13]=[C:14]([C:16]4[N:20]([CH:21]([CH3:23])[CH3:22])[N:19]=[CH:18][N:17]=4)[N:15]=[C:5]3[C:4]=2[CH:3]=1.C(#N)C.O.C([O-])(=O)C.[K+].[F:33][C:34]1[CH:39]=[CH:38][C:37](B(O)O)=[CH:36][N:35]=1. Given the product [F:33][C:34]1[N:35]=[CH:36][C:37]([C:2]2[N:12]=[CH:11][C:10]3[O:9][CH2:8][CH2:7][N:6]4[CH:13]=[C:14]([C:16]5[N:20]([CH:21]([CH3:23])[CH3:22])[N:19]=[CH:18][N:17]=5)[N:15]=[C:5]4[C:4]=3[CH:3]=2)=[CH:38][CH:39]=1, predict the reactants needed to synthesize it. (5) The reactants are: CO[C:3]([C:5]1[S:6][CH:7]=[CH:8][C:9]=1[NH2:10])=[O:4].[C:11](#[N:13])[CH3:12]. Given the product [CH3:12][C:11]1[N:13]=[C:3]([OH:4])[C:5]2[S:6][CH:7]=[CH:8][C:9]=2[N:10]=1, predict the reactants needed to synthesize it.